From a dataset of hERG potassium channel inhibition data for cardiac toxicity prediction from Karim et al.. Regression/Classification. Given a drug SMILES string, predict its toxicity properties. Task type varies by dataset: regression for continuous values (e.g., LD50, hERG inhibition percentage) or binary classification for toxic/non-toxic outcomes (e.g., AMES mutagenicity, cardiotoxicity, hepatotoxicity). Dataset: herg_karim. (1) The molecule is CC[C@H]1[C@@H]2C[C@H]3[C@@H]4N(C)c5ccccc5[C@]45C[C@@H](C2[C@H]5O)N3[C@@H]1O. The result is 1 (blocker). (2) The drug is O=C(N[C@H]1CCc2ccc(CCN3CCN(c4nsc5ccccc45)CC3)cc21)c1cccnc1. The result is 1 (blocker). (3) The drug is CCCCCCCCCCCC1=C(O)C(O)=CC(=O)C1=O. The result is 0 (non-blocker). (4) The molecule is COc1ccc2[nH]c3c(c2c1)CC1c2cc4c(cc2CCN1C3)OCO4. The result is 0 (non-blocker). (5) The compound is Nc1nc(Nc2ccc(S(N)(=O)=O)cc2)nn1C(=O)c1c(F)cccc1F. The result is 0 (non-blocker). (6) The molecule is O=C(c1ccccc1-c1ccc(OCCCN2CCCCC2)cc1)N1CCCCC1. The result is 1 (blocker). (7) The molecule is COc1cc(C(=O)NCCN2CCCC2)ccc1CN1CCC(NC(=O)c2cc(=O)c3ccc(F)cc3o2)CC1. The result is 1 (blocker).